From a dataset of M1 muscarinic receptor agonist screen with 61,833 compounds. Binary Classification. Given a drug SMILES string, predict its activity (active/inactive) in a high-throughput screening assay against a specified biological target. (1) The drug is S(=O)(=O)(N1CCN(CC1)c1ncccc1)c1cc2CCN(c2cc1)C(=O)CC. The result is 0 (inactive). (2) The compound is S(=O)(=O)(N1CCOCC1)c1ccc(c2n(CC3OCCC3)c(SCC)nn2)cc1. The result is 0 (inactive). (3) The result is 0 (inactive). The molecule is S(c1n(c(nn1)CNc1c(cc(cc1)C)C)Cc1occc1)Cc1ccc(cc1)C#N.